This data is from Reaction yield outcomes from USPTO patents with 853,638 reactions. The task is: Predict the reaction yield, written as a fraction of the theoretical maximum amount of product (1.0 means a 100% yield; for example, 0.34 means a 34% yield). (1) The reactants are [NH2:1][C:2]1[C:12]([CH3:13])=[CH:11][CH:10]=[CH:9][C:3]=1[C:4]([O:6][CH2:7][CH3:8])=[O:5].[BrH:14].OO. No catalyst specified. The product is [NH2:1][C:2]1[C:12]([CH3:13])=[CH:11][C:10]([Br:14])=[CH:9][C:3]=1[C:4]([O:6][CH2:7][CH3:8])=[O:5]. The yield is 0.891. (2) The reactants are [CH3:1][C:2](=[O:22])[C@@H:3]1[C@:20]2([CH3:21])[C@H:6]([C@H:7]3[C@H:17]([CH2:18][CH2:19]2)[C@:15]2([CH3:16])[C@H:10]([CH2:11][CH:12]=[CH:13][CH2:14]2)[CH2:9][CH2:8]3)[CH2:5][CH2:4]1.CC(C[AlH]CC(C)C)C. The catalyst is ClCCl. The product is [CH3:1][CH:2]([OH:22])[C@@H:3]1[C@:20]2([CH3:21])[C@H:6]([C@H:7]3[C@H:17]([CH2:18][CH2:19]2)[C@:15]2([CH3:16])[C@H:10]([CH2:11][CH:12]=[CH:13][CH2:14]2)[CH2:9][CH2:8]3)[CH2:5][CH2:4]1. The yield is 0.780.